This data is from Experimentally validated miRNA-target interactions with 360,000+ pairs, plus equal number of negative samples. The task is: Binary Classification. Given a miRNA mature sequence and a target amino acid sequence, predict their likelihood of interaction. The miRNA is mmu-miR-223-3p with sequence UGUCAGUUUGUCAAAUACCCCA. The protein sequence of the target gene is MELQTLQEALKVEIQVHQKLVAQMKQDPQNADLKKQLHELQAKITALSEKQKRVVEQLRKNLIVKQEQPDKFQIQPLSQSENKLQTAQQQPLQPLQQQQPQQPQQQQQQQQQHAQQSAAAPPSLTASQKTVTTASMITTKTLPLVLKAATATMPASVVGQRPTIAMVTAINSQKAVLSTDVQNTPVNLQTSSKVTGPGAEAVQIVAKNTVTLQVQATPPQPIKVPQFIPPPRLTPRPNFLPQVRPKPVAQNNIPIAPAPPPMLAAPQLIQRPVMLTKFTPTTLPTSQNSIHPVRVVNGQT.... Result: 1 (interaction).